The task is: Regression. Given two drug SMILES strings and cell line genomic features, predict the synergy score measuring deviation from expected non-interaction effect.. This data is from NCI-60 drug combinations with 297,098 pairs across 59 cell lines. Drug 1: CC1=C(C=C(C=C1)NC2=NC=CC(=N2)N(C)C3=CC4=NN(C(=C4C=C3)C)C)S(=O)(=O)N.Cl. Drug 2: CC1=C(C(=O)C2=C(C1=O)N3CC4C(C3(C2COC(=O)N)OC)N4)N. Cell line: UO-31. Synergy scores: CSS=6.45, Synergy_ZIP=-4.67, Synergy_Bliss=-2.78, Synergy_Loewe=-9.82, Synergy_HSA=-1.36.